The task is: Predict the reactants needed to synthesize the given product.. This data is from Full USPTO retrosynthesis dataset with 1.9M reactions from patents (1976-2016). (1) Given the product [Br:1][C:2]1[CH:17]=[CH:16][C:15]([F:18])=[CH:14][C:3]=1[O:4][C:5]1[CH:6]=[CH:7][C:8]([C:9]([Cl:19])=[N:10][OH:11])=[CH:12][CH:13]=1, predict the reactants needed to synthesize it. The reactants are: [Br:1][C:2]1[CH:17]=[CH:16][C:15]([F:18])=[CH:14][C:3]=1[O:4][C:5]1[CH:13]=[CH:12][C:8]([CH:9]=[N:10][OH:11])=[CH:7][CH:6]=1.[Cl:19]N1C(=O)CCC1=O. (2) Given the product [CH3:1][C:2]1[CH:7]=[CH:6][CH:5]=[CH:4][C:3]=1[C:8]1[CH:9]=[CH:10][C:11]([C:14]([N:16]2[C:22]3[CH:23]=[CH:24][CH:25]=[CH:26][C:21]=3[CH2:20][N:19]3[C:27]([C:38](=[O:39])[CH2:37][CH2:36][C:32]4[CH:31]=[N:30][CH:35]=[CH:34][CH:33]=4)=[CH:28][CH:29]=[C:18]3[CH2:17]2)=[O:15])=[CH:12][CH:13]=1, predict the reactants needed to synthesize it. The reactants are: [CH3:1][C:2]1[CH:7]=[CH:6][CH:5]=[CH:4][C:3]=1[C:8]1[CH:13]=[CH:12][C:11]([C:14]([N:16]2[C:22]3[CH:23]=[CH:24][CH:25]=[CH:26][C:21]=3[CH2:20][N:19]3[CH:27]=[CH:28][CH:29]=[C:18]3[CH2:17]2)=[O:15])=[CH:10][CH:9]=1.[N:30]1[CH:35]=[CH:34][CH:33]=[C:32]([CH2:36][CH2:37][C:38](Cl)=[O:39])[CH:31]=1. (3) Given the product [F:52][C:53]([F:58])([F:57])[C:54]([OH:56])=[O:55].[Cl:51][C:34]1[CH:35]=[CH:36][C:37]2[CH2:38][CH2:39][NH:40][CH2:41][CH2:42][C:43]=2[C:33]=1[S:32][CH2:31][CH2:30][CH2:29][NH:28][C:7](=[O:9])[C:6]1[CH:5]=[CH:4][C:3]([C:2]([F:1])([F:13])[F:12])=[CH:11][CH:10]=1, predict the reactants needed to synthesize it. The reactants are: [F:1][C:2]([F:13])([F:12])[C:3]1[CH:11]=[CH:10][C:6]([C:7]([OH:9])=O)=[CH:5][CH:4]=1.C(Cl)CCl.ON1C2C=CC=CC=2N=N1.[NH2:28][CH2:29][CH2:30][CH2:31][S:32][C:33]1[C:43]2[CH2:42][CH2:41][N:40](C(OC(C)(C)C)=O)[CH2:39][CH2:38][C:37]=2[CH:36]=[CH:35][C:34]=1[Cl:51].[F:52][C:53]([F:58])([F:57])[C:54]([OH:56])=[O:55]. (4) Given the product [NH2:38][C:36]([C:31]1[CH:32]=[N:33][C:34]2[C:29]([C:30]=1[NH:1][C:2]1[CH:3]=[C:4]([CH:8]=[C:9]([CH:11]3[CH2:12][CH2:13][CH2:14][CH2:15]3)[CH:10]=1)[C:5]([OH:7])=[O:6])=[CH:28][CH:27]=[C:26]([C:21]1[C:22]([O:24][CH3:25])=[N:23][C:18]([O:17][CH3:16])=[N:19][CH:20]=1)[CH:35]=2)=[O:37], predict the reactants needed to synthesize it. The reactants are: [NH2:1][C:2]1[CH:3]=[C:4]([CH:8]=[C:9]([CH:11]2[CH2:15][CH2:14][CH2:13][CH2:12]2)[CH:10]=1)[C:5]([OH:7])=[O:6].[CH3:16][O:17][C:18]1[N:23]=[C:22]([O:24][CH3:25])[C:21]([C:26]2[CH:35]=[C:34]3[C:29]([C:30](Cl)=[C:31]([C:36]([NH2:38])=[O:37])[CH:32]=[N:33]3)=[CH:28][CH:27]=2)=[CH:20][N:19]=1. (5) Given the product [CH3:33][C@H:34]([O:38][C:39]1[N:47]=[C:46]2[C:42]([N:43]=[C:44]([O:48][CH3:49])[N:45]2[CH2:52][CH2:53][CH:54]2[CH2:59][CH2:58][CH2:57][CH2:56][O:55]2)=[C:41]([NH2:50])[N:40]=1)[CH2:35][CH2:36][CH3:37], predict the reactants needed to synthesize it. The reactants are: C1(CCOC2N=C3C(N=C(OC)N3CCC3CCOC3)=C(N)N=2)CC1.FC(F)(F)C(O)=O.[CH3:33][C@H:34]([O:38][C:39]1[NH:40][C:41]([NH2:50])=[C:42]2[C:46]([N:47]=1)=[N:45][C:44]([O:48][CH3:49])=[N:43]2)[CH2:35][CH2:36][CH3:37].Br[CH2:52][CH2:53][CH:54]1[CH2:59][CH2:58][CH2:57][CH2:56][O:55]1. (6) Given the product [NH2:21][C:7]1[N:6]([C:22]2[CH:23]=[CH:24][CH:25]=[CH:26][CH:27]=2)[N:5]=[C:4]([S:3][CH3:1])[C:8]=1[C:9]([NH:29][CH2:30][C:31](=[O:32])[C:33]1[CH:38]=[CH:37][CH:36]=[CH:35][CH:34]=1)=[O:11], predict the reactants needed to synthesize it. The reactants are: [CH2:1]([S:3][C:4]1[C:8]([C:9]([O:11]N2C3=NC=CC=C3N=N2)=O)=[C:7]([NH2:21])[N:6]([C:22]2[CH:27]=[CH:26][CH:25]=[CH:24][CH:23]=2)[N:5]=1)C.Cl.[NH2:29][CH2:30][C:31]([C:33]1[CH:38]=[CH:37][CH:36]=[CH:35][CH:34]=1)=[O:32].CCN(CC)CC.